Dataset: Reaction yield outcomes from USPTO patents with 853,638 reactions. Task: Predict the reaction yield, written as a fraction of the theoretical maximum amount of product (1.0 means a 100% yield; for example, 0.34 means a 34% yield). (1) The product is [NH2:8][C@H:9]1[CH2:14][CH2:13][N:12]([CH2:15][CH2:16][N:17]2[C:26]3[C:21](=[C:22]([F:28])[CH:23]=[C:24]([F:27])[CH:25]=3)[CH:20]=[CH:19][C:18]2=[O:29])[CH2:11][C@H:10]1[O:30][CH3:31]. The catalyst is CO.C(#N)C.[OH-].[OH-].[Pd+2]. The yield is 0.900. The reactants are C([N:8](CC1C=CC=CC=1)[C@H:9]1[CH2:14][CH2:13][N:12]([CH2:15][CH2:16][N:17]2[C:26]3[C:21](=[C:22]([F:28])[CH:23]=[C:24]([F:27])[CH:25]=3)[CH:20]=[CH:19][C:18]2=[O:29])[CH2:11][C@H:10]1[O:30][CH3:31])C1C=CC=CC=1. (2) The reactants are Br[C:2]1[C:3]([F:14])=[C:4]2[C:8](=[CH:9][C:10]=1[F:11])[NH:7][CH:6]=[C:5]2[CH:12]=[O:13].CC1(C)COB([C:22]2[CH:27]=[CH:26][C:25]([C:28]3([CH2:31][OH:32])[CH2:30][CH2:29]3)=[CH:24][CH:23]=2)OC1.C(=O)([O-])[O-].[K+].[K+]. The catalyst is C1(C)C=CC=CC=1.CCO.O.C1C=CC(P(C2C=CC=CC=2)[C-]2C=CC=C2)=CC=1.C1C=CC(P(C2C=CC=CC=2)[C-]2C=CC=C2)=CC=1.Cl[Pd]Cl.[Fe+2]. The product is [F:14][C:3]1[C:2]([C:22]2[CH:27]=[CH:26][C:25]([C:28]3([CH2:31][OH:32])[CH2:29][CH2:30]3)=[CH:24][CH:23]=2)=[C:10]([F:11])[CH:9]=[C:8]2[C:4]=1[C:5]([CH:12]=[O:13])=[CH:6][NH:7]2. The yield is 0.280. (3) The reactants are [F:1][C:2]1[CH:27]=[CH:26][CH:25]=[C:24]([F:28])[C:3]=1[C:4]([NH:6][C:7]1[S:8][C:9]([C:14]2[CH:19]=[CH:18][CH:17]=[C:16]([C:20]([F:23])([F:22])[F:21])[CH:15]=2)=[C:10]([CH2:12]O)[N:11]=1)=[O:5].O=S(Cl)[Cl:31].CCN(CC)CC.O. The catalyst is C(Cl)Cl. The product is [Cl:31][CH2:12][C:10]1[N:11]=[C:7]([NH:6][C:4](=[O:5])[C:3]2[C:2]([F:1])=[CH:27][CH:26]=[CH:25][C:24]=2[F:28])[S:8][C:9]=1[C:14]1[CH:19]=[CH:18][CH:17]=[C:16]([C:20]([F:23])([F:22])[F:21])[CH:15]=1. The yield is 0.880. (4) The reactants are [CH2:1]([N:8]1[C:16]2[C:11](=[CH:12][CH:13]=[CH:14][CH:15]=2)[C:10]([C:17](O)=[O:18])=[C:9]1[CH3:20])[C:2]1[CH:7]=[CH:6][CH:5]=[CH:4][CH:3]=1.N1(O)C2C=CC=CC=2N=N1.Cl.CN(C)CCCN=C=NCC.C(N(CC)CC)C.[NH2:50][CH2:51][C:52]1[C:53]([OH:60])=[N:54][C:55]([CH3:59])=[CH:56][C:57]=1[CH3:58]. The catalyst is ClCCl.O. The product is [CH2:1]([N:8]1[C:16]2[C:11](=[CH:12][CH:13]=[CH:14][CH:15]=2)[C:10]([C:17]([NH:50][CH2:51][C:52]2[C:53]([OH:60])=[N:54][C:55]([CH3:59])=[CH:56][C:57]=2[CH3:58])=[O:18])=[C:9]1[CH3:20])[C:2]1[CH:7]=[CH:6][CH:5]=[CH:4][CH:3]=1. The yield is 0.630.